From a dataset of Catalyst prediction with 721,799 reactions and 888 catalyst types from USPTO. Predict which catalyst facilitates the given reaction. Product: [CH2:1]([O:3][C:4](=[O:28])[C:5]1[CH:10]=[CH:9][CH:8]=[C:7]([N:11]2[C:15]([CH3:16])=[CH:14][CH:13]=[C:12]2[C:17]2[CH:22]=[C:21]([C:23]([F:24])([F:26])[F:25])[CH:20]=[CH:19][C:18]=2[O:27][CH2:32][C:31]2[CH:34]=[CH:35][C:36]([F:38])=[CH:37][C:30]=2[Cl:29])[CH:6]=1)[CH3:2]. Reactant: [CH2:1]([O:3][C:4](=[O:28])[C:5]1[CH:10]=[CH:9][CH:8]=[C:7]([N:11]2[C:15]([CH3:16])=[CH:14][CH:13]=[C:12]2[C:17]2[CH:22]=[C:21]([C:23]([F:26])([F:25])[F:24])[CH:20]=[CH:19][C:18]=2[OH:27])[CH:6]=1)[CH3:2].[Cl:29][C:30]1[CH:37]=[C:36]([F:38])[CH:35]=[CH:34][C:31]=1[CH2:32]Br.C(=O)([O-])[O-].[K+].[K+]. The catalyst class is: 31.